This data is from Catalyst prediction with 721,799 reactions and 888 catalyst types from USPTO. The task is: Predict which catalyst facilitates the given reaction. (1) Reactant: [F:1][C:2]1[CH:7]=[C:6]([N+:8]([O-])=O)[CH:5]=[CH:4][C:3]=1[CH2:11][CH2:12][CH2:13][C:14]1[N:15]([C:19]([O:21][C:22]([CH3:25])([CH3:24])[CH3:23])=[O:20])[CH:16]=[CH:17][N:18]=1. Product: [NH2:8][C:6]1[CH:5]=[CH:4][C:3]([CH2:11][CH2:12][CH2:13][C:14]2[N:15]([C:19]([O:21][C:22]([CH3:24])([CH3:23])[CH3:25])=[O:20])[CH:16]=[CH:17][N:18]=2)=[C:2]([F:1])[CH:7]=1. The catalyst class is: 99. (2) Reactant: [Cl:1][C:2]1[N:7]=[C:6](Cl)[C:5]([CH2:9][CH3:10])=[CH:4][N:3]=1.C(N(CC)CC)C.[NH2:18][C@H:19]([CH:22]([CH3:24])[CH3:23])[CH2:20][OH:21]. Product: [Cl:1][C:2]1[N:7]=[C:6]([NH:18][C@H:19]([CH:22]([CH3:24])[CH3:23])[CH2:20][OH:21])[C:5]([CH2:9][CH3:10])=[CH:4][N:3]=1. The catalyst class is: 10. (3) The catalyst class is: 189. Reactant: Cl[C:2]1[CH:7]=[C:6]([O:8][CH:9]([C:14]2[CH:19]=[CH:18][CH:17]=[CH:16][C:15]=2[C:20]2[CH:25]=[CH:24][CH:23]=[C:22]([CH3:26])[CH:21]=2)[C:10]([F:13])([F:12])[F:11])[N:5]=[C:4]([NH2:27])[N:3]=1.[C:28]([O-:31])([O-])=[O:29].[Na+].[Na+].[CH3:34][C:35]#[N:36]. Product: [NH2:36][C@@H:35]([CH2:34][C:14]1[CH:19]=[CH:18][C:17]([C:2]2[CH:7]=[C:6]([O:8][CH:9]([C:14]3[CH:19]=[CH:18][CH:17]=[CH:16][C:15]=3[C:20]3[CH:25]=[CH:24][CH:23]=[C:22]([CH3:26])[CH:21]=3)[C:10]([F:13])([F:12])[F:11])[N:5]=[C:4]([NH2:27])[N:3]=2)=[CH:16][CH:15]=1)[C:28]([OH:31])=[O:29]. (4) Reactant: [CH:1]1([N:7]([CH3:28])[C:8]2[C:9]3[CH:17]=[CH:16][N:15]([Si](C(C)C)(C(C)C)C(C)C)[C:10]=3[N:11]=[CH:12][C:13]=2[F:14])[CH2:6][CH2:5][CH2:4][CH2:3][CH2:2]1.[F-].C([N+](CCCC)(CCCC)CCCC)CCC. Product: [CH:1]1([N:7]([CH3:28])[C:8]2[C:9]3[CH:17]=[CH:16][NH:15][C:10]=3[N:11]=[CH:12][C:13]=2[F:14])[CH2:2][CH2:3][CH2:4][CH2:5][CH2:6]1. The catalyst class is: 7. (5) Reactant: [CH2:1]([O:3][P:4]([CH2:9][C:10]1[CH:19]=[CH:18][C:13]([C:14]([O:16]C)=[O:15])=[CH:12][N:11]=1)([O:6][CH2:7][CH3:8])=[O:5])[CH3:2].C1COCC1.[Li+].[OH-]. Product: [CH2:1]([O:3][P:4]([CH2:9][C:10]1[CH:19]=[CH:18][C:13]([C:14]([OH:16])=[O:15])=[CH:12][N:11]=1)([O:6][CH2:7][CH3:8])=[O:5])[CH3:2]. The catalyst class is: 5. (6) Reactant: [CH3:1][O:2][C:3]1[CH:12]=[C:11]2[C:6]([CH2:7][O:8][C:9]2=[O:10])=[CH:5][CH:4]=1.C1C(=O)N(Br)C(=[O:16])C1.CC(N=NC(C#N)(C)C)(C#N)C. Product: [CH:7]([C:6]1[CH:5]=[CH:4][C:3]([O:2][CH3:1])=[CH:12][C:11]=1[C:9]([OH:8])=[O:10])=[O:16]. The catalyst class is: 159. (7) Reactant: [NH:1]1[C:9]2[C:4](=[CH:5][C:6]([NH:10][C:11]3[C:20]4[C:15](=[CH:16][CH:17]=[CH:18][CH:19]=4)[N:14]=[C:13]([C:21]4[CH:22]=[C:23]([CH:29]=[CH:30][CH:31]=4)[O:24][CH2:25][C:26]([OH:28])=O)[N:12]=3)=[CH:7][CH:8]=2)[CH:3]=[N:2]1.C[CH2:33][N:34](C(C)C)[CH:35](C)C.C1CN([P+](ON2N=NC3C=CC=CC2=3)(N2CCCC2)N2CCCC2)CC1.F[P-](F)(F)(F)(F)F.CNC. Product: [NH:1]1[C:9]2[C:4](=[CH:5][C:6]([NH:10][C:11]3[C:20]4[C:15](=[CH:16][CH:17]=[CH:18][CH:19]=4)[N:14]=[C:13]([C:21]4[CH:22]=[C:23]([CH:29]=[CH:30][CH:31]=4)[O:24][CH2:25][C:26]([N:34]([CH3:35])[CH3:33])=[O:28])[N:12]=3)=[CH:7][CH:8]=2)[CH:3]=[N:2]1. The catalyst class is: 59. (8) Reactant: [F:1][C:2]1[CH:32]=[CH:31][C:5]([CH2:6][NH:7][C:8]([C:10]2[N:11]=[C:12]3[N:27]([CH:28]([CH3:30])[CH3:29])[CH2:26][CH2:25][N:13]3[C:14](=[O:24])[C:15]=2[O:16]CC2C=CC=CC=2)=[O:9])=[C:4]([S:33](=[O:38])(=[O:37])[N:34]([CH3:36])[CH3:35])[CH:3]=1. Product: [F:1][C:2]1[CH:32]=[CH:31][C:5]([CH2:6][NH:7][C:8]([C:10]2[N:11]=[C:12]3[N:27]([CH:28]([CH3:30])[CH3:29])[CH2:26][CH2:25][N:13]3[C:14](=[O:24])[C:15]=2[OH:16])=[O:9])=[C:4]([S:33](=[O:37])(=[O:38])[N:34]([CH3:36])[CH3:35])[CH:3]=1. The catalyst class is: 55.